Dataset: Full USPTO retrosynthesis dataset with 1.9M reactions from patents (1976-2016). Task: Predict the reactants needed to synthesize the given product. (1) The reactants are: [C:1]([C:3]1([OH:23])[CH2:8][CH2:7][N:6]([C:9](=[O:22])[CH2:10][C:11]2[CH:16]=[CH:15][C:14]([N:17]3[CH:21]=[N:20][N:19]=[N:18]3)=[CH:13][CH:12]=2)[CH2:5][CH2:4]1)#[CH:2].Br[C:25]1[C:26]([CH3:34])=[C:27]([C:30]([F:33])=[CH:31][CH:32]=1)[C:28]#[N:29]. Given the product [F:33][C:30]1[C:27]([C:28]#[N:29])=[C:26]([CH3:34])[C:25]([C:2]#[C:1][C:3]2([OH:23])[CH2:4][CH2:5][N:6]([C:9](=[O:22])[CH2:10][C:11]3[CH:16]=[CH:15][C:14]([N:17]4[CH:21]=[N:20][N:19]=[N:18]4)=[CH:13][CH:12]=3)[CH2:7][CH2:8]2)=[CH:32][CH:31]=1, predict the reactants needed to synthesize it. (2) Given the product [C:11]([O:15][C:16]([N:18]1[CH2:21][CH:20]([CH2:22][O:9][C:5]2[CH:6]=[C:7]([CH3:8])[C:2]([Br:1])=[C:3]([CH3:10])[CH:4]=2)[CH2:19]1)=[O:17])([CH3:14])([CH3:12])[CH3:13], predict the reactants needed to synthesize it. The reactants are: [Br:1][C:2]1[C:7]([CH3:8])=[CH:6][C:5]([OH:9])=[CH:4][C:3]=1[CH3:10].[C:11]([O:15][C:16]([N:18]1[CH2:21][CH:20]([CH2:22]O)[CH2:19]1)=[O:17])([CH3:14])([CH3:13])[CH3:12].CC(OC(/N=N/C(OC(C)(C)C)=O)=O)(C)C.C1(P(C2C=CC=CC=2)C2C=CC=CC=2)C=CC=CC=1. (3) Given the product [O:45]=[C:36]1[C:37]2[C:42](=[CH:41][CH:40]=[CH:39][CH:38]=2)[C:43](=[O:44])[N:35]1[C:32]1[C:31]2[CH:46]=[CH:47][C:28]([NH:27][C:6](=[O:7])[C@H:5]([O:4][C:1](=[O:3])[CH3:2])[C@H:9]3[O:14][CH2:13][CH2:12][N:11]([C:15]4[CH:16]=[C:17]5[C:22](=[CH:23][CH:24]=4)[NH:21][C:20](=[O:25])[CH:19]=[CH:18]5)[C:10]3=[O:26])=[CH:29][C:30]=2[O:34][N:33]=1, predict the reactants needed to synthesize it. The reactants are: [C:1]([O:4][C@H:5]([C@H:9]1[O:14][CH2:13][CH2:12][N:11]([C:15]2[CH:16]=[C:17]3[C:22](=[CH:23][CH:24]=2)[NH:21][C:20](=[O:25])[CH:19]=[CH:18]3)[C:10]1=[O:26])[C:6](O)=[O:7])(=[O:3])[CH3:2].[NH2:27][C:28]1[CH:47]=[CH:46][C:31]2[C:32]([N:35]3[C:43](=[O:44])[C:42]4[C:37](=[CH:38][CH:39]=[CH:40][CH:41]=4)[C:36]3=[O:45])=[N:33][O:34][C:30]=2[CH:29]=1. (4) Given the product [Br:54][CH:9]([CH3:8])[C:10]([C:12]1[CH:13]=[CH:14][CH:15]=[C:16]([Cl:18])[CH:17]=1)=[O:11], predict the reactants needed to synthesize it. The reactants are: N1(O)CCOCC1.[CH3:8][CH:9](NC(C)(C)C)[C:10]([C:12]1[CH:13]=[CH:14][CH:15]=[C:16]([Cl:18])[CH:17]=1)=[O:11].Cl.Cl.ClC1C=C([C@@]2(O)OCC(C)(C)N[C@@H]2C)C=CC=1.ClC1C=C(C(=O)CC)C=CC=1.[Br-:54].[Br-].O1CCOCC1. (5) Given the product [CH2:1]([O:3][C:4]([CH:6]1[CH2:11][CH2:10][CH:9]([O:12][C:34]2[C:33]([F:32])=[CH:38][CH:37]=[CH:36][C:35]=2[F:39])[CH2:8][CH2:7]1)=[O:5])[CH3:2], predict the reactants needed to synthesize it. The reactants are: [CH2:1]([O:3][C:4]([CH:6]1[CH2:11][CH2:10][CH:9]([OH:12])[CH2:8][CH2:7]1)=[O:5])[CH3:2].C1(P(C2C=CC=CC=2)C2C=CC=CC=2)C=CC=CC=1.[F:32][C:33]1[CH:38]=[CH:37][CH:36]=[C:35]([F:39])[C:34]=1O.N(C(OCC)=O)=NC(OCC)=O. (6) Given the product [CH3:1][O:2][C:3]([C:5]1[S:6][C:7]([S:21][CH3:22])=[C:8]([S:10]([C:13]2[CH:14]=[N:15][C:16]([NH:23][CH2:24][C:25]3[CH:26]=[N:27][CH:28]=[CH:29][CH:30]=3)=[C:17]([Br:19])[CH:18]=2)(=[O:12])=[O:11])[CH:9]=1)=[O:4], predict the reactants needed to synthesize it. The reactants are: [CH3:1][O:2][C:3]([C:5]1[S:6][C:7]([S:21][CH3:22])=[C:8]([S:10]([C:13]2[CH:14]=[N:15][C:16](Cl)=[C:17]([Br:19])[CH:18]=2)(=[O:12])=[O:11])[CH:9]=1)=[O:4].[NH2:23][CH2:24][C:25]1[CH:26]=[N:27][CH:28]=[CH:29][CH:30]=1.C1COCC1. (7) Given the product [CH2:1]([C@H:3]1[NH:8][CH2:7][CH2:6][N:5]([CH2:10][C:11]2[CH:16]=[CH:15][CH:14]=[CH:13][CH:12]=2)[CH2:4]1)[CH3:2], predict the reactants needed to synthesize it. The reactants are: [CH2:1]([C@H:3]1[NH:8][C:7](=O)[CH2:6][N:5]([CH2:10][C:11]2[CH:16]=[CH:15][CH:14]=[CH:13][CH:12]=2)[C:4]1=O)[CH3:2].[H-].[Al+3].[Li+].[H-].[H-].[H-]. (8) Given the product [CH3:18][O:17][C:16]1[CH:15]=[CH:14][CH:13]=[C:12]([O:19][CH3:20])[C:11]=1[CH:2]1[N:1]([CH2:30][C:29]2[CH:32]=[CH:33][CH:34]=[C:27]([C:23]3[CH:22]=[N:21][CH:26]=[CH:25][CH:24]=3)[CH:28]=2)[C:5](=[O:7])[CH:4]([CH3:10])[CH2:3]1, predict the reactants needed to synthesize it. The reactants are: [NH2:1][CH:2]([C:11]1[C:16]([O:17][CH3:18])=[CH:15][CH:14]=[CH:13][C:12]=1[O:19][CH3:20])[CH2:3][CH:4]([CH3:10])[C:5]([O:7]CC)=O.[N:21]1[CH:26]=[CH:25][CH:24]=[C:23]([C:27]2[CH:28]=[C:29]([CH:32]=[CH:33][CH:34]=2)[CH:30]=O)[CH:22]=1.